This data is from Peptide-MHC class I binding affinity with 185,985 pairs from IEDB/IMGT. The task is: Regression. Given a peptide amino acid sequence and an MHC pseudo amino acid sequence, predict their binding affinity value. This is MHC class I binding data. (1) The peptide sequence is REMLAHAEET. The MHC is HLA-B45:01 with pseudo-sequence HLA-B45:01. The binding affinity (normalized) is 0.536. (2) The peptide sequence is NVWATHACV. The MHC is HLA-A02:01 with pseudo-sequence HLA-A02:01. The binding affinity (normalized) is 0.428. (3) The peptide sequence is EYSYYSSMY. The MHC is HLA-B27:05 with pseudo-sequence HLA-B27:05. The binding affinity (normalized) is 0.0847. (4) The peptide sequence is KTNLYGFI. The MHC is H-2-Kb with pseudo-sequence H-2-Kb. The binding affinity (normalized) is 0.293. (5) The peptide sequence is GMFTNRYGSQ. The MHC is HLA-A33:01 with pseudo-sequence HLA-A33:01. The binding affinity (normalized) is 0.